From a dataset of Peptide-MHC class II binding affinity with 134,281 pairs from IEDB. Regression. Given a peptide amino acid sequence and an MHC pseudo amino acid sequence, predict their binding affinity value. This is MHC class II binding data. (1) The peptide sequence is FNILTGKKITAHLKR. The MHC is DRB1_1101 with pseudo-sequence DRB1_1101. The binding affinity (normalized) is 0.851. (2) The peptide sequence is KRHRLIGAVVLAVSV. The MHC is DRB1_0401 with pseudo-sequence DRB1_0401. The binding affinity (normalized) is 0.627. (3) The peptide sequence is GLLSYVIGLLPQNMV. The MHC is H-2-IAb with pseudo-sequence H-2-IAb. The binding affinity (normalized) is 0.402.